Dataset: Reaction yield outcomes from USPTO patents with 853,638 reactions. Task: Predict the reaction yield, written as a fraction of the theoretical maximum amount of product (1.0 means a 100% yield; for example, 0.34 means a 34% yield). The reactants are [C:9](O[C:9]([O:11][C:12]([CH3:15])([CH3:14])[CH3:13])=[O:10])([O:11][C:12]([CH3:15])([CH3:14])[CH3:13])=[O:10].[CH3:16][O:17][C:18](=[O:28])[C:19]1[CH:24]=[CH:23][C:22]([CH2:25][NH2:26])=[C:21]([CH3:27])[CH:20]=1.C(N(CC)CC)C. The catalyst is ClCCl. The product is [CH3:16][O:17][C:18](=[O:28])[C:19]1[CH:24]=[CH:23][C:22]([CH2:25][NH:26][C:9]([O:11][C:12]([CH3:13])([CH3:14])[CH3:15])=[O:10])=[C:21]([CH3:27])[CH:20]=1. The yield is 1.00.